From a dataset of Forward reaction prediction with 1.9M reactions from USPTO patents (1976-2016). Predict the product of the given reaction. (1) Given the reactants Cl.[CH3:2][C:3]1[C:11]2[CH2:10][O:9][C:8](=[O:12])[C:7]=2[CH:6]=[CH:5][C:4]=1[CH2:13][CH2:14][N:15]1[CH2:20][CH2:19][NH:18][CH2:17][CH2:16]1.[N:21]1([C:26]2[N:31]=[CH:30][C:29]([CH2:32][CH:33]=O)=[CH:28][CH:27]=2)[CH:25]=[N:24][N:23]=[N:22]1, predict the reaction product. The product is: [CH3:2][C:3]1[C:4]([CH2:13][CH2:14][N:15]2[CH2:20][CH2:19][N:18]([CH2:33][CH2:32][C:29]3[CH:30]=[N:31][C:26]([N:21]4[CH:25]=[N:24][N:23]=[N:22]4)=[CH:27][CH:28]=3)[CH2:17][CH2:16]2)=[CH:5][CH:6]=[C:7]2[C:11]=1[CH2:10][O:9][C:8]2=[O:12]. (2) Given the reactants [Cl:1][C:2]1[CH:3]=[CH:4][C:5]([C:22](=[O:31])[CH2:23][CH2:24][C:25]2[CH:30]=[CH:29][CH:28]=[CH:27][CH:26]=2)=[C:6]([N:8]([C:16]2[CH:21]=[CH:20][CH:19]=[CH:18][CH:17]=2)[C:9]([C:11]2[O:12][CH:13]=[CH:14][N:15]=2)=O)[CH:7]=1, predict the reaction product. The product is: [CH2:24]([C:23]1[C:22](=[O:31])[C:5]2[C:6](=[CH:7][C:2]([Cl:1])=[CH:3][CH:4]=2)[N:8]([C:16]2[CH:17]=[CH:18][CH:19]=[CH:20][CH:21]=2)[C:9]=1[C:11]1[O:12][CH:13]=[CH:14][N:15]=1)[C:25]1[CH:26]=[CH:27][CH:28]=[CH:29][CH:30]=1. (3) Given the reactants Cl[CH2:2][C:3]([N:5]1[CH2:10][CH2:9][N:8]([C:11]2[CH:16]=[C:15]([O:17][CH3:18])[C:14]([Cl:19])=[CH:13][C:12]=2[F:20])[CH2:7][C@@H:6]1[CH3:21])=[O:4].[Cl:22][C:23]1[CH:32]=[CH:31][C:26]2[NH:27][C:28](=[O:30])[O:29][C:25]=2[CH:24]=1.C([O-])([O-])=O.[K+].[K+], predict the reaction product. The product is: [Cl:22][C:23]1[CH:32]=[CH:31][C:26]2[N:27]([CH2:2][C:3]([N:5]3[CH2:10][CH2:9][N:8]([C:11]4[CH:16]=[C:15]([O:17][CH3:18])[C:14]([Cl:19])=[CH:13][C:12]=4[F:20])[CH2:7][C@@H:6]3[CH3:21])=[O:4])[C:28](=[O:30])[O:29][C:25]=2[CH:24]=1. (4) Given the reactants [N:1]1([C:7](=[O:9])[CH3:8])[CH2:6][CH2:5][NH:4][CH2:3][CH2:2]1.[C:10](#[N:13])[CH:11]=[CH2:12], predict the reaction product. The product is: [C:7]([N:1]1[CH2:6][CH2:5][N:4]([CH2:12][CH2:11][C:10]#[N:13])[CH2:3][CH2:2]1)(=[O:9])[CH3:8]. (5) Given the reactants C(O[C:6](=O)[N:7]([C:9]1[CH:17]=[C:16]2[C:12]([CH:13]=[C:14]([C:18]3[C:19]([O:25][CH3:26])=[N:20][CH:21]=[CH:22][C:23]=3[I:24])[NH:15]2)=[CH:11][CH:10]=1)C)(C)(C)C.FC(F)(F)C(O)=O, predict the reaction product. The product is: [I:24][C:23]1[CH:22]=[CH:21][N:20]=[C:19]([O:25][CH3:26])[C:18]=1[C:14]1[NH:15][C:16]2[C:12]([CH:13]=1)=[CH:11][CH:10]=[C:9]([NH:7][CH3:6])[CH:17]=2. (6) Given the reactants C[O:2][C:3](=[O:30])[CH:4]([O:26][CH:27]([CH3:29])[CH3:28])[CH2:5][C:6]1[CH:11]=[CH:10][C:9]([O:12][CH2:13][CH2:14][C:15]2[CH:20]=[CH:19][C:18]([O:21][S:22]([CH3:25])(=[O:24])=[O:23])=[CH:17][CH:16]=2)=[CH:8][CH:7]=1.[OH-].[Li+], predict the reaction product. The product is: [CH:27]([O:26][CH:4]([CH2:5][C:6]1[CH:11]=[CH:10][C:9]([O:12][CH2:13][CH2:14][C:15]2[CH:16]=[CH:17][C:18]([O:21][S:22]([CH3:25])(=[O:24])=[O:23])=[CH:19][CH:20]=2)=[CH:8][CH:7]=1)[C:3]([OH:30])=[O:2])([CH3:28])[CH3:29]. (7) Given the reactants [CH:1]1[C:6]([C:7]2[CH:12]=[CH:11][C:10]3[C:13]([O:15][C:16](=O)[C:9]=3[CH:8]=2)=[O:14])=[CH:5][C:4]2[C:18]([O:20][C:21](=O)[C:3]=2[CH:2]=1)=[O:19].[H-].[Al+3].[Li+].[H-].[H-].[H-], predict the reaction product. The product is: [OH:15][CH2:16][C:9]1[CH:8]=[C:7]([C:6]2[CH:1]=[CH:2][C:3]([CH2:21][OH:20])=[C:4]([CH2:18][OH:19])[CH:5]=2)[CH:12]=[CH:11][C:10]=1[CH2:13][OH:14].